From a dataset of Catalyst prediction with 721,799 reactions and 888 catalyst types from USPTO. Predict which catalyst facilitates the given reaction. (1) Reactant: [F:1][C:2]1[N:7]=[CH:6][C:5]([NH2:8])=[CH:4][CH:3]=1.C([Mg]Cl)(C)C.[CH:14]1([C:17]2[NH:21][N:20]=[C:19]([NH:22][C:23]3[C:24]4[CH2:40][CH2:39][CH2:38][C:25]=4[N:26]=[C:27]([N:29]4[CH2:33][CH2:32][CH2:31][CH:30]4[C:34](OC)=[O:35])[N:28]=3)[CH:18]=2)[CH2:16][CH2:15]1. Product: [CH:14]1([C:17]2[NH:21][N:20]=[C:19]([NH:22][C:23]3[C:24]4[CH2:40][CH2:39][CH2:38][C:25]=4[N:26]=[C:27]([N:29]4[CH2:33][CH2:32][CH2:31][CH:30]4[C:34]([NH:8][C:5]4[CH:6]=[N:7][C:2]([F:1])=[CH:3][CH:4]=4)=[O:35])[N:28]=3)[CH:18]=2)[CH2:16][CH2:15]1. The catalyst class is: 1. (2) Reactant: [C:1]([C:3]1[CH:8]=[C:7]([N:9]2[CH:13]=[CH:12][C:11]([N:14]3[CH2:19][CH2:18][O:17][C@@:16]([C@@H:21]([OH:29])[C:22]([O:24]C(C)(C)C)=[O:23])([CH3:20])[C:15]3=[O:30])=[N:10]2)[CH:6]=[CH:5][N:4]=1)#[N:2]. Product: [C:1]([C:3]1[CH:8]=[C:7]([N:9]2[CH:13]=[CH:12][C:11]([N:14]3[CH2:19][CH2:18][O:17][C@@:16]([C@@H:21]([OH:29])[C:22]([OH:24])=[O:23])([CH3:20])[C:15]3=[O:30])=[N:10]2)[CH:6]=[CH:5][N:4]=1)#[N:2]. The catalyst class is: 157.